This data is from Forward reaction prediction with 1.9M reactions from USPTO patents (1976-2016). The task is: Predict the product of the given reaction. Given the reactants N#N.[Li]CCCC.Br[C:9]1[S:10][C:11]([C:14]([CH3:22])([CH3:21])[O:15][SiH2:16][C:17]([CH3:20])([CH3:19])[CH3:18])=[CH:12][N:13]=1.CN(C)[C:25](=[O:27])[CH3:26].[NH4+].[Cl-], predict the reaction product. The product is: [C:17]([SiH2:16][O:15][C:14]([CH3:22])([CH3:21])[C:11]1[S:10][C:9]([C:25](=[O:27])[CH3:26])=[N:13][CH:12]=1)([CH3:20])([CH3:19])[CH3:18].